Dataset: Forward reaction prediction with 1.9M reactions from USPTO patents (1976-2016). Task: Predict the product of the given reaction. (1) Given the reactants Br[C:2]1[CH:7]=[CH:6][C:5]([Br:8])=[CH:4][N:3]=1, predict the reaction product. The product is: [Br:8][C:5]1[CH:6]=[CH:7][C:2]([C:2]2[CH:7]=[CH:6][C:5]([Br:8])=[CH:4][N:3]=2)=[N:3][CH:4]=1. (2) Given the reactants [CH2:1]([C:5]1[N:9]2[CH:10]=[CH:11][CH:12]=[CH:13][C:8]2=[C:7]([C:14]([OH:16])=O)[N:6]=1)[CH2:2]CC.C(Cl)CCl.C1C=CC2N([OH:30])N=NC=2C=1.C([N:33]([CH:37]([CH3:39])C)[CH:34]([CH3:36])C)C.[NH2:40][C:41]1[CH:46]=[CH:45][CH:44]=[CH:43][CH:42]=1, predict the reaction product. The product is: [C:41]1([NH:40][C:14]([C:7]2[N:6]=[C:5]([CH2:1][CH2:2][N:33]3[CH2:34][CH2:36][O:30][CH2:39][CH2:37]3)[N:9]3[CH:10]=[CH:11][CH:12]=[CH:13][C:8]=23)=[O:16])[CH:46]=[CH:45][CH:44]=[CH:43][CH:42]=1. (3) Given the reactants Cl[C:2]1[C:7]([C:8]#[N:9])=[C:6]([C:10]2[CH:15]=[CH:14][C:13]([C:16]([F:19])([F:18])[F:17])=[CH:12][CH:11]=2)[N:5]=[C:4]([NH:20][CH:21]2[CH2:23][CH2:22]2)[N:3]=1.[SH:24][CH2:25][C:26]([NH2:28])=[O:27].C(=O)([O-])[O-].[Na+].[Na+], predict the reaction product. The product is: [C:8]([C:7]1[C:2]([S:24][CH2:25][C:26]([NH2:28])=[O:27])=[N:3][C:4]([NH:20][CH:21]2[CH2:23][CH2:22]2)=[N:5][C:6]=1[C:10]1[CH:15]=[CH:14][C:13]([C:16]([F:19])([F:18])[F:17])=[CH:12][CH:11]=1)#[N:9].